Task: Regression. Given a peptide amino acid sequence and an MHC pseudo amino acid sequence, predict their binding affinity value. This is MHC class II binding data.. Dataset: Peptide-MHC class II binding affinity with 134,281 pairs from IEDB (1) The peptide sequence is SWEYWGAQLNAMKPD. The MHC is DRB1_0301 with pseudo-sequence DRB1_0301. The binding affinity (normalized) is 0. (2) The peptide sequence is HSRNLINELSERMAG. The MHC is HLA-DQA10104-DQB10503 with pseudo-sequence HLA-DQA10104-DQB10503. The binding affinity (normalized) is 0.108. (3) The peptide sequence is KMPMYIAGYKTFDGR. The MHC is HLA-DQA10102-DQB10602 with pseudo-sequence HLA-DQA10102-DQB10602. The binding affinity (normalized) is 0.0699.